Dataset: Forward reaction prediction with 1.9M reactions from USPTO patents (1976-2016). Task: Predict the product of the given reaction. (1) The product is: [C:15]1(=[O:25])[N:19]([CH:6]([CH3:14])/[CH:7]=[CH:8]/[C:9]([O:11][CH2:12][CH3:13])=[O:10])[C:18](=[O:20])[C:17]2=[CH:21][CH:22]=[CH:23][CH:24]=[C:16]12. Given the reactants COC(O[CH:6]([CH3:14])/[CH:7]=[CH:8]/[C:9]([O:11][CH2:12][CH3:13])=[O:10])=O.[C:15]1(=[O:25])[NH:19][C:18](=[O:20])[C:17]2=[CH:21][CH:22]=[CH:23][CH:24]=[C:16]12.C([O-])([O-])=O.[Cs+].[Cs+].CCOC(C)=O, predict the reaction product. (2) Given the reactants [NH2:1][CH2:2][C@@H:3]1[C@@H:11]([C@@:12]2([CH3:21])[CH2:17][CH2:16][C@H:15]([OH:18])[CH2:14][C@@H:13]2[CH2:19][OH:20])[CH2:10][CH2:9][C@@:8]2([CH3:22])[C@H:4]1[CH2:5][CH2:6][C@:7]2([C:24]1[S:25][CH:26]=[CH:27][CH:28]=1)O.O.C1(C)C=CC(S(O)(=O)=O)=CC=1, predict the reaction product. The product is: [NH2:1][CH2:2][C@H:3]1[C@H:4]2[C@@:8]([CH3:22])([C:7]([C:24]3[S:25][CH:26]=[CH:27][CH:28]=3)=[CH:6][CH2:5]2)[CH2:9][CH2:10][C@@H:11]1[C@@:12]1([CH3:21])[CH2:17][CH2:16][C@H:15]([OH:18])[CH2:14][C@@H:13]1[CH2:19][OH:20]. (3) Given the reactants [Na].Cl.[NH2:3][C:4]([NH2:6])=[NH:5].[Cl:7][C:8]1[C:13]([C:14](=O)/[CH:15]=[CH:16]/N(C)C)=[CH:12][CH:11]=[CH:10][N:9]=1, predict the reaction product. The product is: [Cl:7][C:8]1[C:13]([C:14]2[CH:15]=[CH:16][N:3]=[C:4]([NH2:6])[N:5]=2)=[CH:12][CH:11]=[CH:10][N:9]=1. (4) Given the reactants C1COCC1.[NH2:6][C:7]1[N:11]([C:12]2[CH:20]=[CH:19][C:15]([C:16](O)=[O:17])=[CH:14][CH:13]=2)[N:10]=[C:9]([C:21]2[CH:26]=[CH:25][C:24]([C:27]([O:29][CH3:30])=[O:28])=[CH:23][CH:22]=2)[CH:8]=1.C1N=CN(C(N2C=NC=C2)=O)C=1.[CH3:43][N:44]1[CH2:49][CH2:48][NH:47][CH2:46][CH2:45]1, predict the reaction product. The product is: [NH2:6][C:7]1[N:11]([C:12]2[CH:20]=[CH:19][C:15]([C:16]([N:47]3[CH2:48][CH2:49][N:44]([CH3:43])[CH2:45][CH2:46]3)=[O:17])=[CH:14][CH:13]=2)[N:10]=[C:9]([C:21]2[CH:26]=[CH:25][C:24]([C:27]([O:29][CH3:30])=[O:28])=[CH:23][CH:22]=2)[CH:8]=1. (5) Given the reactants CN(C)[C:3]([S:5][C:6]1[C:13]([O:14][CH3:15])=[CH:12][CH:11]=[CH:10][C:7]=1[CH:8]=O)=O.[OH-:17].[Na+].[OH2:19].[CH3:20]O, predict the reaction product. The product is: [CH3:15][O:14][C:13]1[C:6]2[S:5][C:3]([C:20]([OH:19])=[O:17])=[CH:8][C:7]=2[CH:10]=[CH:11][CH:12]=1. (6) Given the reactants [CH3:1][C:2]1[C:7]([C:8]#[N:9])=[C:6]([NH:10][C@H:11]([C:13]2[N:18]=[C:17]3[CH:19]=[CH:20][N:21]([CH3:22])[C:16]3=[CH:15][C:14]=2[N:23]2[CH2:28][CH2:27][O:26][CH2:25][CH2:24]2)[CH3:12])[N:5]=[C:4](SC)[N:3]=1.O[O:32][S:33]([O-:35])=O.[K+].[C:37](#N)C, predict the reaction product. The product is: [CH3:1][C:2]1[C:7]([C:8]#[N:9])=[C:6]([NH:10][C@H:11]([C:13]2[N:18]=[C:17]3[CH:19]=[CH:20][N:21]([CH3:22])[C:16]3=[CH:15][C:14]=2[N:23]2[CH2:24][CH2:25][O:26][CH2:27][CH2:28]2)[CH3:12])[N:5]=[C:4]([S:33]([CH3:37])(=[O:35])=[O:32])[N:3]=1. (7) Given the reactants [Li+].C[Si]([N-][Si](C)(C)C)(C)C.[C:11]([O:14][CH2:15][C:16]1[N:21]=[C:20]([O:22][C:23]2[C:24]([F:33])=[C:25]3[C:29](=[CH:30][CH:31]=2)[NH:28][C:27]([CH3:32])=[CH:26]3)[CH:19]=[CH:18][N:17]=1)(=[O:13])[CH3:12].[N:34]([C:37]1[CH:42]=[CH:41][CH:40]=[C:39]([C:43]([F:46])([F:45])[F:44])[CH:38]=1)=[C:35]=[O:36].[NH4+].[Cl-], predict the reaction product. The product is: [F:33][C:24]1[C:23]([O:22][C:20]2[CH:19]=[CH:18][N:17]=[C:16]([CH2:15][O:14][C:11](=[O:13])[CH3:12])[N:21]=2)=[CH:31][CH:30]=[C:29]2[C:25]=1[CH:26]=[C:27]([CH3:32])[N:28]2[C:35](=[O:36])[NH:34][C:37]1[CH:42]=[CH:41][CH:40]=[C:39]([C:43]([F:44])([F:46])[F:45])[CH:38]=1.